Dataset: Forward reaction prediction with 1.9M reactions from USPTO patents (1976-2016). Task: Predict the product of the given reaction. (1) The product is: [C:7]([C:10]1[CH:11]=[CH:12][C:13]([O:19][CH2:20][CH2:21][CH3:22])=[C:14]([CH:18]=1)[C:15]([NH:23][C:24]1[C:25]([C:39]([NH2:41])=[O:40])=[N:26][N:27]([CH2:32][C:33]2[CH:38]=[CH:37][CH:36]=[CH:35][N:34]=2)[C:28]=1[CH2:29][CH2:30][CH3:31])=[O:17])(=[O:9])[CH3:8]. Given the reactants C(Cl)(=O)C(Cl)=O.[C:7]([C:10]1[CH:11]=[CH:12][C:13]([O:19][CH2:20][CH2:21][CH3:22])=[C:14]([CH:18]=1)[C:15]([OH:17])=O)(=[O:9])[CH3:8].[NH2:23][C:24]1[C:25]([C:39]([NH2:41])=[O:40])=[N:26][N:27]([CH2:32][C:33]2[CH:38]=[CH:37][CH:36]=[CH:35][N:34]=2)[C:28]=1[CH2:29][CH2:30][CH3:31], predict the reaction product. (2) The product is: [O:1]1[CH2:2][CH2:3][N:4]([C:7]2[C:8]3[N:9]([CH:33]=[C:34]([CH2:36][CH2:37][C:38]4[CH:47]=[CH:46][C:45]5[C:40](=[CH:41][CH:42]=[CH:43][CH:44]=5)[N:39]=4)[N:35]=3)[C:10]([C:13]3[CH:18]=[CH:17][C:16]([N:19]4[C:23](=[O:24])[NH:22][CH:21]=[N:20]4)=[CH:15][CH:14]=3)=[CH:11][N:12]=2)[CH2:5][CH2:6]1. Given the reactants [O:1]1[CH2:6][CH2:5][N:4]([C:7]2[C:8]3[N:9]([CH:33]=[C:34]([CH2:36][CH2:37][C:38]4[CH:47]=[CH:46][C:45]5[C:40](=[CH:41][CH:42]=[CH:43][CH:44]=5)[N:39]=4)[N:35]=3)[C:10]([C:13]3[CH:18]=[CH:17][C:16]([N:19]4[C:23](=[O:24])[N:22](COCC[Si](C)(C)C)[CH:21]=[N:20]4)=[CH:15][CH:14]=3)=[CH:11][N:12]=2)[CH2:3][CH2:2]1.C(Cl)Cl.C(O)(C(F)(F)F)=O.O.CCO.CCN(C(C)C)C(C)C, predict the reaction product. (3) Given the reactants [Cl:1][C:2]1[N:10]=[CH:9][N:8]=[C:7]2[C:3]=1[N:4]=[CH:5][NH:6]2.[CH3:11]S(C)=O.C([O-])([O-])=O.[K+].[K+].CI, predict the reaction product. The product is: [Cl:1][C:2]1[N:10]=[CH:9][N:8]=[C:7]2[C:3]=1[N:4]=[CH:5][N:6]2[CH3:11].